This data is from Catalyst prediction with 721,799 reactions and 888 catalyst types from USPTO. The task is: Predict which catalyst facilitates the given reaction. (1) Reactant: [F:1][CH2:2][CH2:3][O:4][C:5]1[CH:6]=[C:7]([CH:11]=[CH:12][C:13]=1[O:14][CH3:15])[C:8](=[S:10])[NH2:9].Br[CH:17]([CH3:25])[C:18](=O)[C:19]([O:21][CH2:22][CH3:23])=[O:20]. Product: [F:1][CH2:2][CH2:3][O:4][C:5]1[CH:6]=[C:7]([C:8]2[S:10][C:17]([CH3:25])=[C:18]([C:19]([O:21][CH2:22][CH3:23])=[O:20])[N:9]=2)[CH:11]=[CH:12][C:13]=1[O:14][CH3:15]. The catalyst class is: 8. (2) Reactant: [Cl:1][C:2]1[CH:6]=[C:5]([Cl:7])[NH:4][N:3]=1.C(=O)([O-])[O-].[K+].[K+].Br[CH2:15][C:16]([O:18][CH2:19][CH3:20])=[O:17]. Product: [Cl:1][C:2]1[CH:6]=[C:5]([Cl:7])[N:4]([CH2:15][C:16]([O:18][CH2:19][CH3:20])=[O:17])[N:3]=1. The catalyst class is: 42.